From a dataset of Full USPTO retrosynthesis dataset with 1.9M reactions from patents (1976-2016). Predict the reactants needed to synthesize the given product. Given the product [F:1][C:2]([F:30])([F:29])[C:3]1[CH:4]=[C:5]([C@H:13]2[O:17][C:16](=[O:18])[N:15]([CH2:19][C:20]3[CH:25]=[C:24]([Cl:26])[CH:23]=[CH:22][C:21]=3[C:35]3[CH:36]=[C:37]([CH:38]([CH3:40])[CH3:39])[C:32]([F:31])=[CH:33][C:34]=3[O:44][CH3:45])[C@H:14]2[CH3:28])[CH:6]=[C:7]([C:9]([F:12])([F:11])[F:10])[CH:8]=1, predict the reactants needed to synthesize it. The reactants are: [F:1][C:2]([F:30])([F:29])[C:3]1[CH:4]=[C:5]([C@H:13]2[O:17][C:16](=[O:18])[N:15]([CH2:19][C:20]3[CH:25]=[C:24]([Cl:26])[CH:23]=[CH:22][C:21]=3Br)[C@H:14]2[CH3:28])[CH:6]=[C:7]([C:9]([F:12])([F:11])[F:10])[CH:8]=1.[F:31][C:32]1[C:37]([CH:38]([CH3:40])[CH3:39])=[CH:36][C:35](B(O)O)=[C:34]([O:44][CH3:45])[CH:33]=1.C(=O)([O-])[O-].[K+].[K+].